Dataset: NCI-60 drug combinations with 297,098 pairs across 59 cell lines. Task: Regression. Given two drug SMILES strings and cell line genomic features, predict the synergy score measuring deviation from expected non-interaction effect. Drug 1: CCCS(=O)(=O)NC1=C(C(=C(C=C1)F)C(=O)C2=CNC3=C2C=C(C=N3)C4=CC=C(C=C4)Cl)F. Cell line: OVCAR-8. Drug 2: CC1=C(C(CCC1)(C)C)C=CC(=CC=CC(=CC(=O)O)C)C. Synergy scores: CSS=-3.38, Synergy_ZIP=2.34, Synergy_Bliss=-1.40, Synergy_Loewe=-2.59, Synergy_HSA=-3.60.